From a dataset of Catalyst prediction with 721,799 reactions and 888 catalyst types from USPTO. Predict which catalyst facilitates the given reaction. (1) Reactant: [NH2:1][NH:2][C:3](=[N:18][C:19]1[CH:24]=[CH:23][C:22]([C:25]2[CH:30]=[CH:29][C:28]([C:31]([F:34])([F:33])[F:32])=[CH:27][CH:26]=2)=[CH:21][C:20]=1[C:35]1[NH:39][N:38]=[N:37][N:36]=1)[C:4]1[CH:9]=[C:8]([C:10]([F:13])([F:12])[F:11])[CH:7]=[C:6]([C:14]([F:17])([F:16])[F:15])[CH:5]=1.Cl[C:41](Cl)([O:43]C(=O)OC(Cl)(Cl)Cl)Cl. The catalyst class is: 17. Product: [F:11][C:10]([F:13])([F:12])[C:8]1[CH:9]=[C:4]([C:3]2[N:18]([C:19]3[CH:24]=[CH:23][C:22]([C:25]4[CH:26]=[CH:27][C:28]([C:31]([F:32])([F:33])[F:34])=[CH:29][CH:30]=4)=[CH:21][C:20]=3[C:35]3[N:36]=[N:37][NH:38][N:39]=3)[C:41](=[O:43])[NH:1][N:2]=2)[CH:5]=[C:6]([C:14]([F:16])([F:17])[F:15])[CH:7]=1. (2) Reactant: [Cl:1][C:2]1[CH:26]=[CH:25][C:24]([C:27]([F:30])([F:29])[F:28])=[CH:23][C:3]=1/[CH:4]=[C:5]1/[C:6](=[O:22])[C:7]2[C:12]([CH2:13]/1)=[CH:11][C:10]([N:14]1[CH2:19][CH2:18][O:17][CH2:16][CH2:15]1)=[C:9]([O:20][CH3:21])[CH:8]=2. Product: [Cl:1][C:2]1[CH:26]=[CH:25][C:24]([C:27]([F:30])([F:28])[F:29])=[CH:23][C:3]=1[CH2:4][CH:5]1[CH2:13][C:12]2[C:7](=[CH:8][C:9]([O:20][CH3:21])=[C:10]([N:14]3[CH2:19][CH2:18][O:17][CH2:16][CH2:15]3)[CH:11]=2)[C:6]1=[O:22]. The catalyst class is: 19. (3) Reactant: [Br:1][C:2]1[CH:11]=[C:10]2[C:5]([NH:6][C:7](=O)[C@H:8]([CH2:12][C:13](OC)=[O:14])[NH:9]2)=[CH:4][CH:3]=1. Product: [Br:1][C:2]1[CH:11]=[C:10]2[C:5]([NH:6][CH2:7][C@H:8]([CH2:12][CH2:13][OH:14])[NH:9]2)=[CH:4][CH:3]=1. The catalyst class is: 1. (4) Reactant: C(N(CC)CC)C.FC(F)(F)C(O)=O.[CH3:15][O:16][C:17]1[CH:18]=[C:19]([C:29]2[N:30]=[C:31]([O:39][C@@H:40]([C@H:42]3[CH2:46][NH:45][C:44](=[O:47])[CH2:43]3)[CH3:41])[C:32]3[N:33]([N:35]=[CH:36][C:37]=3[CH3:38])[CH:34]=2)[CH:20]=[CH:21][C:22]=1[N:23]1[CH2:28][CH2:27][NH:26][CH2:25][CH2:24]1.[CH3:48][S:49](O[S:49]([CH3:48])(=[O:51])=[O:50])(=[O:51])=[O:50]. Product: [CH3:15][O:16][C:17]1[CH:18]=[C:19]([C:29]2[N:30]=[C:31]([O:39][C@@H:40]([C@H:42]3[CH2:46][NH:45][C:44](=[O:47])[CH2:43]3)[CH3:41])[C:32]3[N:33]([N:35]=[CH:36][C:37]=3[CH3:38])[CH:34]=2)[CH:20]=[CH:21][C:22]=1[N:23]1[CH2:24][CH2:25][N:26]([S:49]([CH3:48])(=[O:51])=[O:50])[CH2:27][CH2:28]1. The catalyst class is: 4.